From a dataset of Catalyst prediction with 721,799 reactions and 888 catalyst types from USPTO. Predict which catalyst facilitates the given reaction. (1) Reactant: [CH2:1]([O:3][C:4](=[O:29])[CH2:5][N:6]1[CH:11]=[CH:10][N:9]=[C:8]([NH:12][CH2:13][CH2:14][CH2:15][N:16]([C:21]([O:23][C:24]([CH3:27])([CH3:26])[CH3:25])=[O:22])[CH2:17][CH:18]2[CH2:20][CH2:19]2)[C:7]1=[O:28])[CH3:2].[Cl:30]N1C(=O)CCC1=O. Product: [CH2:1]([O:3][C:4](=[O:29])[CH2:5][N:6]1[C:11]([Cl:30])=[CH:10][N:9]=[C:8]([NH:12][CH2:13][CH2:14][CH2:15][N:16]([C:21]([O:23][C:24]([CH3:25])([CH3:27])[CH3:26])=[O:22])[CH2:17][CH:18]2[CH2:19][CH2:20]2)[C:7]1=[O:28])[CH3:2]. The catalyst class is: 26. (2) Reactant: Br[CH:2]1[CH2:7][CH:6]([N+:8]([O-:10])=[O:9])[CH:5]([C:11]2[CH:16]=[C:15]([F:17])[C:14]([F:18])=[CH:13][C:12]=2[F:19])[CH2:4][C:3]1=O.[C:21]([C:23]1[CH:28]=[CH:27][N:26]=[C:25]([NH2:29])[CH:24]=1)#[N:22]. Product: [N+:8]([CH:6]1[CH:5]([C:11]2[CH:16]=[C:15]([F:17])[C:14]([F:18])=[CH:13][C:12]=2[F:19])[CH2:4][C:3]2[N:29]=[C:25]3[CH:24]=[C:23]([C:21]#[N:22])[CH:28]=[CH:27][N:26]3[C:2]=2[CH2:7]1)([O-:10])=[O:9]. The catalyst class is: 619. (3) The catalyst class is: 5. Reactant: C(O[C:4]([C:6]1[C:7](=[O:31])[C:8]2[CH:13]=[N:12][C:11]([NH:14][CH2:15][CH2:16][CH2:17][N:18]3[CH:22]=[CH:21][N:20]=[CH:19]3)=[N:10][C:9]=2[N:23]([CH:25]2[CH2:30][CH2:29][CH2:28][CH2:27][CH2:26]2)[CH:24]=1)=[O:5])C.[NH3:32]. Product: [CH:25]1([N:23]2[C:9]3[N:10]=[C:11]([NH:14][CH2:15][CH2:16][CH2:17][N:18]4[CH:22]=[CH:21][N:20]=[CH:19]4)[N:12]=[CH:13][C:8]=3[C:7](=[O:31])[C:6]([C:4]([NH2:32])=[O:5])=[CH:24]2)[CH2:30][CH2:29][CH2:28][CH2:27][CH2:26]1. (4) The catalyst class is: 13. Reactant: [C:1]([O:5][C:6]([NH:8][C@H:9]([CH2:13][CH2:14][C:15]1[CH:20]=[CH:19][C:18]([C:21]([F:24])([F:23])[F:22])=[CH:17][CH:16]=1)[C:10](O)=[O:11])=[O:7])([CH3:4])([CH3:3])[CH3:2].[NH2:25][C:26]1[CH:27]=[N:28][C:29]2[C:34]([CH:35]=1)=[CH:33][CH:32]=[CH:31][CH:30]=2.C[N+]1(C2N=C(OC)N=C(OC)N=2)CCOCC1.[Cl-]. Product: [N:28]1[C:29]2[C:34](=[CH:33][CH:32]=[CH:31][CH:30]=2)[CH:35]=[C:26]([NH:25][C:10]([C@H:9]([NH:8][C:6](=[O:7])[O:5][C:1]([CH3:3])([CH3:2])[CH3:4])[CH2:13][CH2:14][C:15]2[CH:20]=[CH:19][C:18]([C:21]([F:23])([F:24])[F:22])=[CH:17][CH:16]=2)=[O:11])[CH:27]=1. (5) Reactant: [S:1]1[CH:5]=[CH:4][N:3]=[C:2]1[NH:6][C:7]1[CH:12]=[CH:11][CH:10]=[C:9]([CH2:13][N:14]2[CH2:19][CH2:18][N:17]([C:20](=[O:29])[C:21]3[CH:26]=[CH:25][CH:24]=[C:23]([F:27])[C:22]=3[F:28])[CH2:16][CH2:15]2)[N:8]=1.[ClH:30].O1CCOCC1. Product: [ClH:30].[S:1]1[CH:5]=[CH:4][N:3]=[C:2]1[NH:6][C:7]1[CH:12]=[CH:11][CH:10]=[C:9]([CH2:13][N:14]2[CH2:15][CH2:16][N:17]([C:20](=[O:29])[C:21]3[CH:26]=[CH:25][CH:24]=[C:23]([F:27])[C:22]=3[F:28])[CH2:18][CH2:19]2)[N:8]=1. The catalyst class is: 5. (6) Reactant: S(O)(O)(=O)=O.[CH3:6][S:7][C:8](=[NH:10])[NH2:9].O.Cl[C:13]([O:15][CH2:16][CH2:17][CH2:18][Cl:19])=[O:14]. Product: [NH:10]=[C:8]([NH:9][C:13](=[O:14])[O:15][CH2:16][CH2:17][CH2:18][Cl:19])[S:7][CH3:6]. The catalyst class is: 155. (7) Reactant: FC(F)(F)C(O)=O.FC(F)(F)C(O)=O.[CH3:15][S:16]([CH:19]([CH2:22][NH2:23])[CH2:20][NH2:21])(=[O:18])=[O:17].[Br:24][C:25]1[CH:26]=[C:27]([C:31]2([C:38]3[CH:43]=[CH:42][C:41]([O:44][CH3:45])=[CH:40][CH:39]=3)[C:35](=S)[S:34][C:33](=S)[NH:32]2)[CH:28]=[CH:29][CH:30]=1.C(N(CC)CC)C. Product: [Br:24][C:25]1[CH:26]=[C:27]([C:31]2([C:38]3[CH:39]=[CH:40][C:41]([O:44][CH3:45])=[CH:42][CH:43]=3)[C:35]3=[N:21][CH2:20][CH:19]([S:16]([CH3:15])(=[O:18])=[O:17])[CH2:22][N:23]3[C:33](=[S:34])[NH:32]2)[CH:28]=[CH:29][CH:30]=1. The catalyst class is: 8. (8) Reactant: [F:1][C:2]1[C:15]([F:16])=[CH:14][CH:13]=[CH:12][C:3]=1[C:4]([NH:6][CH2:7][C:8]([O:10]C)=[O:9])=[O:5].[OH-].[Li+].Cl. Product: [F:1][C:2]1[C:15]([F:16])=[CH:14][CH:13]=[CH:12][C:3]=1[C:4]([NH:6][CH2:7][C:8]([OH:10])=[O:9])=[O:5]. The catalyst class is: 24. (9) Reactant: [CH2:1]([S:3][C:4]1[CH:9]=[CH:8][CH:7]=[CH:6][C:5]=1[CH2:10]O)[CH3:2].S(Cl)([Cl:14])=O. Product: [Cl:14][CH2:10][C:5]1[CH:6]=[CH:7][CH:8]=[CH:9][C:4]=1[S:3][CH2:1][CH3:2]. The catalyst class is: 4.